Dataset: Forward reaction prediction with 1.9M reactions from USPTO patents (1976-2016). Task: Predict the product of the given reaction. (1) Given the reactants [F:1][C:2]1[CH:15]=[CH:14][C:5]([CH2:6][CH:7]2[CH2:12][NH:11][C:10](=O)[CH2:9][O:8]2)=[CH:4][CH:3]=1.[H-].[Al+3].[Li+].[H-].[H-].[H-].S([O-])([O-])(=O)=O.[Na+].[Na+], predict the reaction product. The product is: [F:1][C:2]1[CH:15]=[CH:14][C:5]([CH2:6][CH:7]2[O:8][CH2:9][CH2:10][NH:11][CH2:12]2)=[CH:4][CH:3]=1. (2) Given the reactants [CH3:1][O:2][C:3]1[CH:4]=[C:5]([OH:13])[CH:6]=[C:7]([O:11][CH3:12])[C:8]=1[O:9][CH3:10].CC(C)([O-])C.[K+].[CH3:20][O:21][C:22]1[N:27]=[CH:26][C:25]([C:28]2[N:33]=[C:32](N3C=NC=N3)[C:31]3=[C:39]([CH3:43])[N:40]=[C:41]([CH3:42])[N:30]3[N:29]=2)=[CH:24][CH:23]=1, predict the reaction product. The product is: [CH3:20][O:21][C:22]1[N:27]=[CH:26][C:25]([C:28]2[N:33]=[C:32]([O:13][C:5]3[CH:6]=[C:7]([O:11][CH3:12])[C:8]([O:9][CH3:10])=[C:3]([O:2][CH3:1])[CH:4]=3)[C:31]3=[C:39]([CH3:43])[N:40]=[C:41]([CH3:42])[N:30]3[N:29]=2)=[CH:24][CH:23]=1.